Dataset: Forward reaction prediction with 1.9M reactions from USPTO patents (1976-2016). Task: Predict the product of the given reaction. (1) Given the reactants O=[C:2]1[CH2:7][CH2:6][N:5]([C:8]2[CH:13]=[CH:12][C:11]([NH:14][S:15]([C:18]3[CH:23]=[CH:22][C:21]([NH:24][C:25](=[O:27])[CH3:26])=[CH:20][CH:19]=3)(=[O:17])=[O:16])=[CH:10][CH:9]=2)[CH2:4][CH2:3]1.C([O:35][C:36]1[CH:41]=[CH:40][C:39]([CH:42]([OH:59])[CH2:43][N:44](CC2C=CC=CC=2)CC2C=CC=CC=2)=[CH:38][C:37]=1[NH:60][S:61]([CH3:64])(=[O:63])=[O:62])C1C=CC=CC=1, predict the reaction product. The product is: [OH:59][CH:42]([C:39]1[CH:40]=[CH:41][C:36]([OH:35])=[C:37]([NH:60][S:61]([CH3:64])(=[O:63])=[O:62])[CH:38]=1)[CH2:43][NH:44][CH:2]1[CH2:7][CH2:6][N:5]([C:8]2[CH:9]=[CH:10][C:11]([NH:14][S:15]([C:18]3[CH:23]=[CH:22][C:21]([NH:24][C:25](=[O:27])[CH3:26])=[CH:20][CH:19]=3)(=[O:16])=[O:17])=[CH:12][CH:13]=2)[CH2:4][CH2:3]1. (2) Given the reactants [CH2:1]([O:8][C:9]([NH:11][C@@H:12]([C:15]([O:17][CH3:18])=[O:16])[CH2:13][OH:14])=[O:10])[C:2]1[CH:7]=[CH:6][CH:5]=[CH:4][CH:3]=1.CO[C:21](OC)([CH3:23])[CH3:22].CC1C=CC(S([O-])(=O)=O)=CC=1.[NH+]1C=CC=CC=1, predict the reaction product. The product is: [CH3:22][C:21]1([CH3:23])[N:11]([C:9]([O:8][CH2:1][C:2]2[CH:3]=[CH:4][CH:5]=[CH:6][CH:7]=2)=[O:10])[C@@H:12]([C:15]([O:17][CH3:18])=[O:16])[CH2:13][O:14]1. (3) Given the reactants [C:1]([C:3]1[CH:4]=[C:5]([CH:27]=[C:28]([O:30][C:31]([F:34])([F:33])[F:32])[CH:29]=1)[CH2:6][O:7][C:8]1[CH:9]=[C:10]2[C:14](=[CH:15][CH:16]=1)[N:13]1[CH2:17][CH2:18][CH2:19][CH:20]([CH2:21][C:22]([O:24]CC)=[O:23])[C:12]1=[CH:11]2)#[N:2].[Li+].[OH-].C(O)(=O)CC(CC(O)=O)(C(O)=O)O, predict the reaction product. The product is: [C:1]([C:3]1[CH:4]=[C:5]([CH:27]=[C:28]([O:30][C:31]([F:34])([F:32])[F:33])[CH:29]=1)[CH2:6][O:7][C:8]1[CH:9]=[C:10]2[C:14](=[CH:15][CH:16]=1)[N:13]1[CH2:17][CH2:18][CH2:19][CH:20]([CH2:21][C:22]([OH:24])=[O:23])[C:12]1=[CH:11]2)#[N:2]. (4) Given the reactants [N:1]1([C:7]2[CH:8]=[C:9]([NH:19][C:20]3[N:25]=[C:24]([NH:26][CH3:27])[CH:23]=[CH:22][N:21]=3)[CH:10]=[C:11]([N:13]3[CH2:18][CH2:17][O:16][CH2:15][CH2:14]3)[CH:12]=2)[CH2:6][CH2:5][O:4][CH2:3][CH2:2]1.[Cl:28][C:29]1[CH:34]=[CH:33][C:32](Br)=[CH:31][CH:30]=1.C(=O)([O-])[O-].[K+].[K+].CC1(C)C2C(=C(P(C3C=CC=CC=3)C3C=CC=CC=3)C=CC=2)OC2C(P(C3C=CC=CC=3)C3C=CC=CC=3)=CC=CC1=2, predict the reaction product. The product is: [Cl:28][C:29]1[CH:34]=[CH:33][C:32]([N:26]([CH3:27])[C:24]2[CH:23]=[CH:22][N:21]=[C:20]([NH:19][C:9]3[CH:10]=[C:11]([N:13]4[CH2:18][CH2:17][O:16][CH2:15][CH2:14]4)[CH:12]=[C:7]([N:1]4[CH2:6][CH2:5][O:4][CH2:3][CH2:2]4)[CH:8]=3)[N:25]=2)=[CH:31][CH:30]=1. (5) Given the reactants I[C:2]1[CH:7]=[CH:6][C:5]([C:8]2[CH:13]=[CH:12][C:11](I)=[CH:10][CH:9]=2)=[CH:4][CH:3]=1.[CH3:15][C:16]([CH3:50])([CH3:49])[C:17]([O:19][CH2:20][C@@H:21]1[C@@H:26]([O:27][C:28](=[O:33])[C:29]([CH3:32])([CH3:31])[CH3:30])[C@H:25]([O:34][C:35](=[O:40])[C:36]([CH3:39])([CH3:38])[CH3:37])[C@H:24]([O:41][C:42](=[O:47])[C:43]([CH3:46])([CH3:45])[CH3:44])[C@@H:23](Br)[O:22]1)=[O:18].Cl, predict the reaction product. The product is: [CH3:15][C:16]([CH3:50])([CH3:49])[C:17]([O:19][CH2:20][C@@H:21]1[C@@H:26]([O:27][C:28](=[O:33])[C:29]([CH3:32])([CH3:31])[CH3:30])[C@H:25]([O:34][C:35](=[O:40])[C:36]([CH3:39])([CH3:38])[CH3:37])[C@H:24]([O:41][C:42](=[O:47])[C:43]([CH3:46])([CH3:45])[CH3:44])[C@@H:23]([C:2]2[CH:7]=[CH:6][C:5]([C:8]3[CH:13]=[CH:12][C:11]([C@@H:23]4[C@@H:24]([O:41][C:42](=[O:47])[C:43]([CH3:46])([CH3:45])[CH3:44])[C@@H:25]([O:34][C:35](=[O:40])[C:36]([CH3:37])([CH3:38])[CH3:39])[C@H:26]([O:27][C:28](=[O:33])[C:29]([CH3:32])([CH3:31])[CH3:30])[C@@H:21]([CH2:20][O:19][C:17](=[O:18])[C:16]([CH3:50])([CH3:49])[CH3:15])[O:22]4)=[CH:10][CH:9]=3)=[CH:4][CH:3]=2)[O:22]1)=[O:18]. (6) Given the reactants Br[C:2]1[CH:3]=[C:4]([N:8]2[CH2:13][CH2:12][CH:11]([N:14]([CH3:18])[C:15](=[O:17])[CH3:16])[CH2:10][CH2:9]2)[CH:5]=[CH:6][CH:7]=1.[B:19]1([B:19]2[O:23][C:22]([CH3:25])([CH3:24])[C:21]([CH3:27])([CH3:26])[O:20]2)[O:23][C:22]([CH3:25])([CH3:24])[C:21]([CH3:27])([CH3:26])[O:20]1.C(Cl)Cl.C([O-])(=O)C.[K+], predict the reaction product. The product is: [CH3:18][N:14]([CH:11]1[CH2:12][CH2:13][N:8]([C:4]2[CH:5]=[CH:6][CH:7]=[C:2]([B:19]3[O:23][C:22]([CH3:25])([CH3:24])[C:21]([CH3:27])([CH3:26])[O:20]3)[CH:3]=2)[CH2:9][CH2:10]1)[C:15](=[O:17])[CH3:16]. (7) The product is: [C:1]([O:5][C:6]([N:8]1[CH2:13][CH2:12][C:11]2[S:14][C:15]([NH:62][C:65]([N:55]3[CH2:54][CH2:53][N:52]([S:49]([C:44]4[CH:43]=[CH:42][C:41]5[C:46](=[CH:47][CH:48]=[C:39]([Cl:38])[CH:40]=5)[CH:45]=4)(=[O:50])=[O:51])[CH2:57][CH2:56]3)=[O:58])=[CH:16][C:10]=2[CH2:9]1)=[O:7])([CH3:2])([CH3:3])[CH3:4]. Given the reactants [C:1]([O:5][C:6]([N:8]1[CH2:13][CH2:12][C:11]2[S:14][C:15](C(O)=O)=[CH:16][C:10]=2[CH2:9]1)=[O:7])([CH3:4])([CH3:3])[CH3:2].C1(P(N=[N+]=[N-])(C2C=CC=CC=2)=O)C=CC=CC=1.Cl.[Cl:38][C:39]1[CH:40]=[C:41]2[C:46](=[CH:47][CH:48]=1)[CH:45]=[C:44]([S:49]([N:52]1[CH2:57][CH2:56][NH:55][CH2:54][CH2:53]1)(=[O:51])=[O:50])[CH:43]=[CH:42]2.[OH-:58].[Na+].C([N:62]([CH2:65]C)CC)C, predict the reaction product. (8) Given the reactants [Cl:1][C:2]1[S:6][C:5]([C:7]([N:9]2[CH2:11][CH:10]2[C:12]([O:14][CH3:15])=[O:13])=[O:8])=[CH:4][CH:3]=1.[CH3:16][O:17][CH2:18][CH2:19][OH:20].B(F)(F)F.CCOCC, predict the reaction product. The product is: [Cl:1][C:2]1[S:6][C:5]([C:7]([NH:9][CH:10]([CH2:11][O:20][CH2:19][CH2:18][O:17][CH3:16])[C:12]([O:14][CH3:15])=[O:13])=[O:8])=[CH:4][CH:3]=1. (9) Given the reactants [F:1][C:2]1([F:30])[CH2:7][CH2:6][CH2:5][CH:4]([C@@H:8]2[CH2:13][C@H:12]([C:14]3[CH:19]=[CH:18][CH:17]=[CH:16][CH:15]=3)[CH2:11][CH2:10][N:9]2C(OCC2C=CC=CC=2)=O)[CH2:3]1, predict the reaction product. The product is: [F:30][C:2]1([F:1])[CH2:7][CH2:6][CH2:5][CH:4]([C@@H:8]2[CH2:13][C@H:12]([C:14]3[CH:15]=[CH:16][CH:17]=[CH:18][CH:19]=3)[CH2:11][CH2:10][NH:9]2)[CH2:3]1. (10) Given the reactants [F:1][C:2]1[CH:7]=[CH:6][C:5]([C:8]2[N:12]([C:13]3[CH:18]=[CH:17][CH:16]=[CH:15][CH:14]=3)[N:11]=[CH:10][C:9]=2[C:19]([O:21]CC)=[O:20])=[CH:4][CH:3]=1.[OH-].[Na+].Cl, predict the reaction product. The product is: [F:1][C:2]1[CH:3]=[CH:4][C:5]([C:8]2[N:12]([C:13]3[CH:18]=[CH:17][CH:16]=[CH:15][CH:14]=3)[N:11]=[CH:10][C:9]=2[C:19]([OH:21])=[O:20])=[CH:6][CH:7]=1.